From a dataset of Reaction yield outcomes from USPTO patents with 853,638 reactions. Predict the reaction yield, written as a fraction of the theoretical maximum amount of product (1.0 means a 100% yield; for example, 0.34 means a 34% yield). (1) The yield is 0.620. The reactants are Cl[C:2]1[N:3]=[C:4]2[NH:12][CH2:11][C:10]([CH3:14])([CH3:13])[CH2:9][N:5]2[C:6](=[O:8])[CH:7]=1.[NH:15]1[CH2:20][CH2:19][O:18][CH2:17][CH2:16]1. No catalyst specified. The product is [CH3:13][C:10]1([CH3:14])[CH2:9][N:5]2[C:6](=[O:8])[CH:7]=[C:2]([N:15]3[CH2:20][CH2:19][O:18][CH2:17][CH2:16]3)[N:3]=[C:4]2[NH:12][CH2:11]1. (2) The reactants are [CH2:1]([S:3]([CH2:6][CH2:7][O:8][C:9]1[CH:14]=[C:13]([CH3:15])[C:12]([C:16]2[CH:21]=[CH:20][CH:19]=[C:18]([CH2:22][O:23][C:24]3[CH:29]=[CH:28][C:27]([CH2:30][CH2:31][C:32]([O:34]CC)=[O:33])=[C:26]([F:37])[CH:25]=3)[CH:17]=2)=[C:11]([CH3:38])[CH:10]=1)(=[O:5])=[O:4])[CH3:2].C(O)(=O)C.O.S(=O)(=O)(O)O. The catalyst is C(OCC)(=O)C. The product is [CH2:1]([S:3]([CH2:6][CH2:7][O:8][C:9]1[CH:14]=[C:13]([CH3:15])[C:12]([C:16]2[CH:21]=[CH:20][CH:19]=[C:18]([CH2:22][O:23][C:24]3[CH:29]=[CH:28][C:27]([CH2:30][CH2:31][C:32]([OH:34])=[O:33])=[C:26]([F:37])[CH:25]=3)[CH:17]=2)=[C:11]([CH3:38])[CH:10]=1)(=[O:4])=[O:5])[CH3:2]. The yield is 0.610. (3) The reactants are [CH2:1]([N:8]1[CH:13]2[CH2:14][CH2:15][CH:9]1[CH:10]=[C:11](OS(C1C=CC(C)=CC=1)(=O)=O)[CH2:12]2)[C:2]1[CH:7]=[CH:6][CH:5]=[CH:4][CH:3]=1.[C:27]([C:30]1[CH:31]=[C:32](B(O)O)[CH:33]=[CH:34][CH:35]=1)(=[O:29])[NH2:28].[F-].[Cs+]. The catalyst is C1C=CC(/C=C/C(/C=C/C2C=CC=CC=2)=O)=CC=1.C1C=CC(/C=C/C(/C=C/C2C=CC=CC=2)=O)=CC=1.C1C=CC(/C=C/C(/C=C/C2C=CC=CC=2)=O)=CC=1.[Pd].[Pd].C1(P(C2C=CC=CC=2)CCCCCP(C2C=CC=CC=2)C2C=CC=CC=2)C=CC=CC=1. The product is [CH2:1]([N:8]1[CH:13]2[CH2:14][CH2:15][CH:9]1[CH:10]=[C:11]([C:34]1[CH:35]=[C:30]([CH:31]=[CH:32][CH:33]=1)[C:27]([NH2:28])=[O:29])[CH2:12]2)[C:2]1[CH:3]=[CH:4][CH:5]=[CH:6][CH:7]=1. The yield is 0.640.